Dataset: Full USPTO retrosynthesis dataset with 1.9M reactions from patents (1976-2016). Task: Predict the reactants needed to synthesize the given product. (1) Given the product [CH:1]1([C:6]2[CH:34]=[CH:33][C:9]([CH2:10][O:11][C:12]3[CH:20]=[CH:19][C:18]4[N:17]5[CH2:21][CH2:22][CH:23]([CH2:24][C:25]([O:27][C:28]([CH3:31])([CH3:30])[CH3:29])=[O:26])[C:16]5=[C:15]([CH3:39])[C:14]=4[CH:13]=3)=[CH:8][C:7]=2[C:35]([F:38])([F:37])[F:36])[CH2:5][CH2:4][CH2:3][CH2:2]1, predict the reactants needed to synthesize it. The reactants are: [CH:1]1([C:6]2[CH:34]=[CH:33][C:9]([CH2:10][O:11][C:12]3[CH:20]=[CH:19][C:18]4[N:17]5[CH2:21][CH2:22][CH:23]([CH2:24][C:25]([O:27][C:28]([CH3:31])([CH3:30])[CH3:29])=[O:26])[C:16]5=[C:15](I)[C:14]=4[CH:13]=3)=[CH:8][C:7]=2[C:35]([F:38])([F:37])[F:36])[CH2:5][CH2:4][CH2:3][CH2:2]1.[CH2:39]1COCC1. (2) Given the product [CH2:1]([O:3][C:4](=[O:22])[NH:5][CH:6]1[CH2:9][C:8]2([CH2:14][CH2:13][N:12]([C:15]3[CH:20]=[CH:19][C:18]([CH:25]=[C:24]([CH3:27])[CH3:26])=[CH:17][N:16]=3)[CH2:11][CH2:10]2)[CH2:7]1)[CH3:2], predict the reactants needed to synthesize it. The reactants are: [CH2:1]([O:3][C:4](=[O:22])[NH:5][CH:6]1[CH2:9][C:8]2([CH2:14][CH2:13][N:12]([C:15]3[CH:20]=[CH:19][C:18](Br)=[CH:17][N:16]=3)[CH2:11][CH2:10]2)[CH2:7]1)[CH3:2].O[C:24]([C:27](O)(C)C)([CH3:26])[CH3:25].CC(C)=CB([O-])[O-].C(=O)([O-])[O-].[Cs+].[Cs+].O1CCCC1. (3) Given the product [Cl:10][C:11]1[CH:12]=[CH:33][CH:14]=[C:15]([Cl:19])[C:16]=1[C:17]1[N:9]=[C:7]2[CH:6]=[CH:5][CH:4]=[C:3]([O:2][CH3:1])[N:8]2[C:21]=1[NH:20][C:22]1[CH:31]=[CH:30][C:25]2[O:26][CH2:27][CH2:28][O:29][C:24]=2[CH:23]=1, predict the reactants needed to synthesize it. The reactants are: [CH3:1][O:2][C:3]1[N:8]=[C:7]([NH2:9])[CH:6]=[CH:5][CH:4]=1.[Cl:10][C:11]1[CH:12]=N[CH:14]=[C:15]([Cl:19])[C:16]=1[CH:17]=O.[N+:20]([C:22]1[CH:31]=[CH:30][C:25]2[O:26][CH2:27][CH2:28][O:29][C:24]=2[CH:23]=1)#[C-:21].O1CCOC[CH2:33]1. (4) The reactants are: [S:1]1[CH:5]=[CH:4][N:3]=[CH:2]1.[Li]CCCC.[CH:11]1([C:14]2[N:18](C(OC(C)(C)C)=O)[C:17]3[CH:26]=[C:27]([C:36]4[C:37]([CH3:42])=[N:38][O:39][C:40]=4[CH3:41])[CH:28]=[C:29]([C:30](=[O:35])N(OC)C)[C:16]=3[N:15]=2)[CH2:13][CH2:12]1. Given the product [CH:11]1([C:14]2[NH:18][C:17]3[CH:26]=[C:27]([C:36]4[C:37]([CH3:42])=[N:38][O:39][C:40]=4[CH3:41])[CH:28]=[C:29]([C:30]([C:2]4[S:1][CH:5]=[CH:4][N:3]=4)=[O:35])[C:16]=3[N:15]=2)[CH2:12][CH2:13]1, predict the reactants needed to synthesize it. (5) The reactants are: Cl[C:2]1[C:11]([C:12]([OH:14])=[O:13])=[CH:10][C:9]2[C:4](=[C:5]([Cl:16])[CH:6]=[C:7]([Cl:15])[CH:8]=2)[N:3]=1.C[NH:18][C@H:19]([C:30]([OH:32])=[O:31])[CH2:20][C:21]1[C:29]2[C:24](=[CH:25][CH:26]=[CH:27][CH:28]=2)[NH:23][CH:22]=1.[CH3:33]S(C)=O. Given the product [C:30]([C@@H:19]([NH:18][C:2]1[C:11]([C:12]([OH:14])=[O:13])=[CH:10][C:9]2[C:4](=[C:5]([Cl:16])[CH:6]=[C:7]([Cl:15])[CH:8]=2)[N:3]=1)[CH2:20][C:21]1[C:29]2[C:24](=[CH:25][CH:26]=[CH:27][CH:28]=2)[N:23]([CH3:33])[CH:22]=1)([OH:32])=[O:31], predict the reactants needed to synthesize it. (6) Given the product [F:1][C:2]([F:26])([C:7]([F:25])([F:24])[C:8]([F:23])([F:22])[C:9]([F:21])([F:20])[C:10]([F:19])([F:18])[C:11]([F:17])([F:16])[C:12]([F:15])([F:14])[F:13])[C:3]([NH2:27])=[O:4], predict the reactants needed to synthesize it. The reactants are: [F:1][C:2]([F:26])([C:7]([F:25])([F:24])[C:8]([F:23])([F:22])[C:9]([F:21])([F:20])[C:10]([F:19])([F:18])[C:11]([F:17])([F:16])[C:12]([F:15])([F:14])[F:13])[C:3](OC)=[O:4].[NH3:27].[NH4+]. (7) The reactants are: [CH3:1][C:2]1[N:3]=[C:4]([NH:12][C:13](=[O:15])[CH3:14])[S:5][C:6]=1[C:7]1[S:8][CH:9]=[CH:10][CH:11]=1.[Cl:16][S:17](O)(=[O:19])=[O:18].P(Cl)(Cl)(Cl)(Cl)Cl.[Cl-].[P+]=O. Given the product [C:13]([NH:12][C:4]1[S:5][C:6]([C:7]2[S:8][C:9]([S:17]([Cl:16])(=[O:19])=[O:18])=[CH:10][CH:11]=2)=[C:2]([CH3:1])[N:3]=1)(=[O:15])[CH3:14], predict the reactants needed to synthesize it. (8) The reactants are: [O:1]([C:8]1[CH:13]=[CH:12][C:11]([NH:14][C:15]2[C:24]3[C:19](=[CH:20][C:21](I)=[CH:22][CH:23]=3)[N:18]=[CH:17][CH:16]=2)=[CH:10][CH:9]=1)[C:2]1[CH:7]=[CH:6][CH:5]=[CH:4][CH:3]=1.C([Sn](CCCC)(CCCC)[C:31]1[N:32]=[C:33]([CH:36]=[O:37])[S:34][CH:35]=1)CCC. Given the product [O:1]([C:8]1[CH:13]=[CH:12][C:11]([NH:14][C:15]2[C:24]3[C:19](=[CH:20][C:21]([C:31]4[N:32]=[C:33]([CH:36]=[O:37])[S:34][CH:35]=4)=[CH:22][CH:23]=3)[N:18]=[CH:17][CH:16]=2)=[CH:10][CH:9]=1)[C:2]1[CH:7]=[CH:6][CH:5]=[CH:4][CH:3]=1, predict the reactants needed to synthesize it. (9) Given the product [C:18]([CH2:20][C:21]1([C:26]#[N:27])[CH2:24][C:23](=[CH:9][C:7]#[N:8])[CH2:22]1)#[N:19], predict the reactants needed to synthesize it. The reactants are: CC(C)([O-])C.[K+].[C:7]([CH2:9]P(=O)(OCC)OCC)#[N:8].[C:18]([CH2:20][C:21]1([C:26]#[N:27])[CH2:24][C:23](=O)[CH2:22]1)#[N:19]. (10) Given the product [CH3:1][C:2]1([CH3:14])[C:6]([CH3:7])([CH3:8])[O:5][B:4]([C:9]2[CH:13]=[N:12][N:11]([CH2:18][O:19][CH2:20][CH2:21][Si:22]([CH3:25])([CH3:24])[CH3:23])[CH:10]=2)[O:3]1, predict the reactants needed to synthesize it. The reactants are: [CH3:1][C:2]1([CH3:14])[C:6]([CH3:8])([CH3:7])[O:5][B:4]([C:9]2[CH:10]=[N:11][NH:12][CH:13]=2)[O:3]1.[H-].[Na+].Cl[CH2:18][O:19][CH2:20][CH2:21][Si:22]([CH3:25])([CH3:24])[CH3:23].